From a dataset of Retrosynthesis with 50K atom-mapped reactions and 10 reaction types from USPTO. Predict the reactants needed to synthesize the given product. (1) Given the product Cn1ncc2c(ccn2Cc2ccc(C(=O)c3ccc(Cl)cc3)cc2)c1=O, predict the reactants needed to synthesize it. The reactants are: Cn1ncc2[nH]ccc2c1=O.O=C(c1ccc(Cl)cc1)c1ccc(CBr)cc1. (2) Given the product O=C(CBr)NC1CCCCC1, predict the reactants needed to synthesize it. The reactants are: NC1CCCCC1.O=C(Cl)CBr. (3) Given the product Cc1c(C(=O)OCc2ccccc2)cc(CCCN)n1CCc1ccc(F)cc1, predict the reactants needed to synthesize it. The reactants are: Cc1c(C(=O)OCc2ccccc2)cc(CCCN2C(=O)c3ccccc3C2=O)n1CCc1ccc(F)cc1. (4) Given the product CC(C)Cn1cc(COc2ccc3c(c2)CCN3)c(C(F)(F)F)n1, predict the reactants needed to synthesize it. The reactants are: CC(C)Cn1cc(COc2ccc3c(c2)CCN3C(=O)OC(C)(C)C)c(C(F)(F)F)n1. (5) Given the product C/C=C/C1=CN2C(=O)c3cc(OC)c(OCCCOc4cc5c(cc4OC)C(=O)N4C=C(/C=C/CNC(=O)[C@H](C)NC(=O)[C@@H](NC(=O)CCOCCOCCOCCOCCNC(=O)CI)C(C)C)C[C@H]4C=N5)cc3N=C[C@@H]2C1, predict the reactants needed to synthesize it. The reactants are: C/C=C/C1=CN2C(=O)c3cc(OC)c(OCCCOc4cc5c(cc4OC)C(=O)N4C=C(/C=C/CNC(=O)[C@H](C)NC(=O)[C@@H](N)C(C)C)C[C@H]4C=N5)cc3N=C[C@@H]2C1.O=C(O)CCOCCOCCOCCOCCNC(=O)CI. (6) Given the product CCC(=O)N[C@H]1CCN(c2c(C(C)=O)cc(Cl)c3cccnc23)C1, predict the reactants needed to synthesize it. The reactants are: CC(=O)c1cc(Cl)c2cccnc2c1OS(=O)(=O)C(F)(F)F.CCC(=O)N[C@H]1CCNC1. (7) Given the product CC(C)(C)OC(=O)NC(CCO)C(=O)O, predict the reactants needed to synthesize it. The reactants are: CC(C)(C)OC(=O)OC(=O)OC(C)(C)C.NC(CCO)C(=O)O. (8) The reactants are: Nc1cccc(C(=O)Nc2c(I)cc(C(F)(C(F)(F)F)C(F)(F)F)cc2C(F)(F)F)c1.O=C(Cl)c1cccnc1Cl. Given the product O=C(Nc1c(I)cc(C(F)(C(F)(F)F)C(F)(F)F)cc1C(F)(F)F)c1cccc(NC(=O)c2cccnc2Cl)c1, predict the reactants needed to synthesize it.